From a dataset of Full USPTO retrosynthesis dataset with 1.9M reactions from patents (1976-2016). Predict the reactants needed to synthesize the given product. (1) Given the product [Cl:29][C:26]1[CH:25]=[CH:24][C:23]([C:20]2[CH:21]=[CH:22][C:17]([C:16]#[C:15][C:12]3[CH:13]=[CH:14][C:9]([O:8][CH2:7][CH2:6][NH:36][CH:31]4[CH2:35][CH2:34][CH2:33][CH2:32]4)=[C:10]([CH3:30])[CH:11]=3)=[N:18][CH:19]=2)=[CH:28][CH:27]=1, predict the reactants needed to synthesize it. The reactants are: CS(O[CH2:6][CH2:7][O:8][C:9]1[CH:14]=[CH:13][C:12]([C:15]#[C:16][C:17]2[CH:22]=[CH:21][C:20]([C:23]3[CH:28]=[CH:27][C:26]([Cl:29])=[CH:25][CH:24]=3)=[CH:19][N:18]=2)=[CH:11][C:10]=1[CH3:30])(=O)=O.[CH:31]1([NH2:36])[CH2:35][CH2:34][CH2:33][CH2:32]1.C(N(C(C)C)C(C)C)C. (2) Given the product [CH2:13]([O:1][C:2]1[CH:3]=[CH:4][C:5]([CH3:12])=[C:6]([CH:11]=1)[C:7]([O:9][CH3:10])=[O:8])[CH3:14], predict the reactants needed to synthesize it. The reactants are: [OH:1][C:2]1[CH:3]=[CH:4][C:5]([CH3:12])=[C:6]([CH:11]=1)[C:7]([O:9][CH3:10])=[O:8].[CH2:13](I)[CH3:14].C([O-])([O-])=O.[K+].[K+]. (3) The reactants are: C(N(C(C)C)CC)(C)C.[Cl:10][C:11]1[CH:19]=[CH:18][C:14]([C:15](O)=[O:16])=[CH:13][C:12]=1[NH:20][C:21]([C:23]1[C:34](=[O:35])[NH:33][C:26]2[N:27]=[C:28]([O:31][CH3:32])[N:29]=[CH:30][C:25]=2[CH:24]=1)=[O:22].CN(C(ON1N=NC2C=CC=CC1=2)=[N+](C)C)C.F[P-](F)(F)(F)(F)F.[Cl:60][C:61]1[CH:62]=[C:63]([CH:66]=[CH:67][CH:68]=1)[CH2:64][NH2:65]. Given the product [Cl:10][C:11]1[CH:19]=[CH:18][C:14]([C:15](=[O:16])[NH:65][CH2:64][C:63]2[CH:66]=[CH:67][CH:68]=[C:61]([Cl:60])[CH:62]=2)=[CH:13][C:12]=1[NH:20][C:21]([C:23]1[C:34](=[O:35])[NH:33][C:26]2[N:27]=[C:28]([O:31][CH3:32])[N:29]=[CH:30][C:25]=2[CH:24]=1)=[O:22], predict the reactants needed to synthesize it. (4) Given the product [Br:1][C:2]1[CH:21]=[C:20]([N+:22]([O-:24])=[O:23])[CH:19]=[CH:18][C:3]=1[O:4][CH:5]1[CH2:6][CH2:7][NH:8][CH2:9][CH2:10]1, predict the reactants needed to synthesize it. The reactants are: [Br:1][C:2]1[CH:21]=[C:20]([N+:22]([O-:24])=[O:23])[CH:19]=[CH:18][C:3]=1[O:4][CH:5]1[CH2:10][CH2:9][N:8](C(OC(C)(C)C)=O)[CH2:7][CH2:6]1.FC(F)(F)C(O)=O. (5) The reactants are: [C:1]1([NH:7][C:8]2[CH:13]=[CH:12][CH:11]=[CH:10][CH:9]=2)[CH:6]=[CH:5][CH:4]=[CH:3][CH:2]=1.[CH3:14][O:15][C:16]1[CH:21]=[CH:20][C:19](Br)=[CH:18][CH:17]=1.O(C(C)(C)C)[Na].P(C(C)(C)C)(C(C)(C)C)C(C)(C)C. Given the product [CH3:14][O:15][C:16]1[CH:21]=[CH:20][C:19]([N:7]([C:8]2[CH:9]=[CH:10][CH:11]=[CH:12][CH:13]=2)[C:1]2[CH:6]=[CH:5][CH:4]=[CH:3][CH:2]=2)=[CH:18][CH:17]=1, predict the reactants needed to synthesize it.